The task is: Predict the reaction yield, written as a fraction of the theoretical maximum amount of product (1.0 means a 100% yield; for example, 0.34 means a 34% yield).. This data is from Reaction yield outcomes from USPTO patents with 853,638 reactions. The reactants are [C:1]([C:3]1[CH:4]=[N:5][CH:6]=[C:7]([CH:20]=1)[C:8]([N:10]=[S@@:11]([CH3:19])(=[O:18])[C:12]1[CH:17]=[CH:16][CH:15]=[CH:14][CH:13]=1)=[O:9])#[CH:2].I[C:22]1[CH:30]=[C:26]([C:27]([OH:29])=[O:28])[C:25]([OH:31])=[CH:24][CH:23]=1. No catalyst specified. The product is [OH:31][C:25]1[CH:24]=[CH:23][C:22]([C:2]#[C:1][C:3]2[CH:4]=[N:5][CH:6]=[C:7]([C:8]([N:10]=[S@@:11]([CH3:19])(=[O:18])[C:12]3[CH:13]=[CH:14][CH:15]=[CH:16][CH:17]=3)=[O:9])[CH:20]=2)=[CH:30][C:26]=1[C:27]([OH:29])=[O:28]. The yield is 0.450.